Dataset: Reaction yield outcomes from USPTO patents with 853,638 reactions. Task: Predict the reaction yield, written as a fraction of the theoretical maximum amount of product (1.0 means a 100% yield; for example, 0.34 means a 34% yield). The reactants are [F:1][C:2]([F:18])([F:17])[O:3][C:4]1[CH:5]=[CH:6][C:7]2[O:12][CH:11]([C:13]([OH:15])=O)[CH2:10][NH:9][C:8]=2[CH:16]=1.[Br:19][C:20]1[CH:26]=[C:25]([CH3:27])[CH:24]=[CH:23][C:21]=1[NH2:22].N1C=CC=CC=1.C(P1(=O)OP(CCC)(=O)OP(CCC)(=O)O1)CC. The catalyst is CC1CCCO1. The product is [Br:19][C:20]1[CH:26]=[C:25]([CH3:27])[CH:24]=[CH:23][C:21]=1[NH:22][C:13]([CH:11]1[O:12][C:7]2[CH:6]=[CH:5][C:4]([O:3][C:2]([F:1])([F:18])[F:17])=[CH:16][C:8]=2[NH:9][CH2:10]1)=[O:15]. The yield is 0.760.